Dataset: Full USPTO retrosynthesis dataset with 1.9M reactions from patents (1976-2016). Task: Predict the reactants needed to synthesize the given product. (1) Given the product [NH3:8].[N:16]1[N:17]=[C:18]([C:21]2[CH:29]=[CH:28][CH:27]=[CH:26][C:22]=2[C:23]([N:12]2[CH2:13][CH:14]3[CH2:15][N:8]([C:6]([O:5][C:1]([CH3:4])([CH3:2])[CH3:3])=[O:7])[CH2:9][CH:10]3[CH2:11]2)=[O:24])[NH:19][CH:20]=1, predict the reactants needed to synthesize it. The reactants are: [C:1]([O:5][C:6]([N:8]1[CH2:15][CH:14]2[CH:10]([CH2:11][NH:12][CH2:13]2)[CH2:9]1)=[O:7])([CH3:4])([CH3:3])[CH3:2].[N:16]1[N:17]=[C:18]([C:21]2[CH:29]=[CH:28][CH:27]=[CH:26][C:22]=2[C:23](O)=[O:24])[NH:19][CH:20]=1.CCN=C=NCCCN(C)C.Cl.C1C=CC2N(O)N=NC=2C=1. (2) Given the product [ClH:5].[CH2:17]([NH:16][C:14]1[NH:13][C:11]([NH:10][CH2:9][C:8]2[CH:25]=[CH:26][C:27]([Cl:28])=[C:6]([Cl:5])[CH:7]=2)=[N:12][C:30]([CH3:32])([CH3:29])[N:15]=1)[CH2:18][CH2:19][CH2:20][CH2:21][CH2:22][CH2:23][CH3:24], predict the reactants needed to synthesize it. The reactants are: CO.Cl.Cl.[Cl:5][C:6]1[CH:7]=[C:8]([CH:25]=[CH:26][C:27]=1[Cl:28])[CH2:9][NH:10][C:11]([NH:13][C:14]([NH:16][CH2:17][CH2:18][CH2:19][CH2:20][CH2:21][CH2:22][CH2:23][CH3:24])=[NH:15])=[NH:12].[CH3:29][C:30]([CH3:32])=O. (3) Given the product [CH2:16]1[C:25]2[C:20](=[CH:21][CH:22]=[CH:23][CH:24]=2)[CH2:19][CH:18]([C:26]([O:28][CH2:1][CH3:2])=[O:27])[NH:17]1, predict the reactants needed to synthesize it. The reactants are: [C:1]12(CS(O)(=O)=O)C(C)(C)C(CC1)C[C:2]2=O.[CH2:16]1[C:25]2[C:20](=[CH:21][CH:22]=[CH:23][CH:24]=2)[CH2:19][CH:18]([C:26]([OH:28])=[O:27])[NH:17]1.